From a dataset of Forward reaction prediction with 1.9M reactions from USPTO patents (1976-2016). Predict the product of the given reaction. (1) Given the reactants [OH:1][NH:2][C:3]([C:5]1[CH:6]=[CH:7][C:8]([N:11]2[CH:16]3[CH2:17][CH2:18][CH:12]2[CH2:13][N:14]([C:19]([O:21][C:22]([CH3:25])([CH3:24])[CH3:23])=[O:20])[CH2:15]3)=[N:9][CH:10]=1)=[NH:4].CN([CH:29]=[O:30])C.ClC(OC)=O, predict the reaction product. The product is: [O:30]=[C:29]1[O:1][N:2]=[C:3]([C:5]2[CH:6]=[CH:7][C:8]([N:11]3[CH:12]4[CH2:18][CH2:17][CH:16]3[CH2:15][N:14]([C:19]([O:21][C:22]([CH3:25])([CH3:24])[CH3:23])=[O:20])[CH2:13]4)=[N:9][CH:10]=2)[NH:4]1. (2) Given the reactants I[Si](C)(C)C.[CH3:6][S:7]([C:10]1[CH:15]=[CH:14][CH:13]=[CH:12][C:11]=1[S:16]([NH:19][C:20]1[CH:21]=[C:22]2[C:26](=[CH:27][CH:28]=1)[N:25](C(OC(C)(C)C)=O)[N:24]=[C:23]2/[CH:36]=[CH:37]/[C:38]([O:40][CH3:41])=[O:39])(=[O:18])=[O:17])(=[O:9])=[O:8].N, predict the reaction product. The product is: [CH3:6][S:7]([C:10]1[CH:15]=[CH:14][CH:13]=[CH:12][C:11]=1[S:16]([NH:19][C:20]1[CH:21]=[C:22]2[C:26](=[CH:27][CH:28]=1)[NH:25][N:24]=[C:23]2/[CH:36]=[CH:37]/[C:38]([O:40][CH3:41])=[O:39])(=[O:17])=[O:18])(=[O:9])=[O:8]. (3) Given the reactants [O:1]1[C:6]2[CH:7]=[CH:8][C:9]([NH:11][C:12]3[CH:17]=[C:16]([C:18]4[CH:23]=[CH:22][C:21]([C:24](=[O:26])[CH3:25])=[CH:20][CH:19]=4)[CH:15]=[CH:14][N:13]=3)=[CH:10][C:5]=2[O:4][CH2:3][CH2:2]1.CN.[BH4-].[Na+], predict the reaction product. The product is: [O:1]1[C:6]2[CH:7]=[CH:8][C:9]([NH:11][C:12]3[CH:17]=[C:16]([C:18]4[CH:23]=[CH:22][C:21]([CH:24]([OH:26])[CH3:25])=[CH:20][CH:19]=4)[CH:15]=[CH:14][N:13]=3)=[CH:10][C:5]=2[O:4][CH2:3][CH2:2]1. (4) Given the reactants C([O:9][CH2:10][C@H:11]([C:35]1[CH:40]=[C:39]([C:41]([F:44])([F:43])[F:42])[CH:38]=[C:37]([C:45]([F:48])([F:47])[F:46])[CH:36]=1)[O:12][C@H:13]1[CH2:21][CH2:20][C@H:19]2[C@@H:15]([CH2:16][N:17]([C:22]3[O:23][CH2:24][C:25](=[O:27])[N:26]=3)[CH2:18]2)[C@@H:14]1[C:28]1[CH:33]=[CH:32][CH:31]=[CH:30][C:29]=1[CH3:34])(=O)C1C=CC=CC=1.[OH-].[Na+], predict the reaction product. The product is: [F:47][C:45]([F:46])([F:48])[C:37]1[CH:36]=[C:35]([C@H:11]([O:12][C@H:13]2[CH2:21][CH2:20][C@H:19]3[C@@H:15]([CH2:16][N:17]([C:22]4[O:23][CH2:24][C:25](=[O:27])[N:26]=4)[CH2:18]3)[C@@H:14]2[C:28]2[CH:33]=[CH:32][CH:31]=[CH:30][C:29]=2[CH3:34])[CH2:10][OH:9])[CH:40]=[C:39]([C:41]([F:42])([F:44])[F:43])[CH:38]=1.